From a dataset of Forward reaction prediction with 1.9M reactions from USPTO patents (1976-2016). Predict the product of the given reaction. (1) Given the reactants [Cl:1][C:2]1[CH:7]=[C:6]([N+:8]([O-:10])=[O:9])[C:5]([CH3:11])=[CH:4][C:3]=1Cl.[Na].[CH3:14][O:15][CH2:16][CH2:17][OH:18], predict the reaction product. The product is: [Cl:1][C:2]1[CH:7]=[C:6]([N+:8]([O-:10])=[O:9])[C:5]([CH3:11])=[CH:4][C:3]=1[O:18][CH2:17][CH2:16][O:15][CH3:14]. (2) Given the reactants C[O:2][C:3](=[O:45])[C@@H:4]([NH:30][C:31]1[CH:36]=[CH:35][CH:34]=[CH:33][C:32]=1[C:37](=[O:44])[C:38]1[CH:43]=[CH:42][CH:41]=[CH:40][CH:39]=1)[CH2:5][C:6]1[CH:11]=[CH:10][C:9]([O:12][CH2:13][CH2:14][N:15]2[C:21]3[CH:22]=[CH:23][CH:24]=[CH:25][C:20]=3[CH2:19][CH2:18][C:17]3[CH:26]=[CH:27][CH:28]=[CH:29][C:16]2=3)=[CH:8][CH:7]=1.[OH-].[Na+], predict the reaction product. The product is: [C:37]([C:32]1[CH:33]=[CH:34][CH:35]=[CH:36][C:31]=1[NH:30][C@@H:4]([CH2:5][C:6]1[CH:11]=[CH:10][C:9]([O:12][CH2:13][CH2:14][N:15]2[C:21]3[CH:22]=[CH:23][CH:24]=[CH:25][C:20]=3[CH2:19][CH2:18][C:17]3[CH:26]=[CH:27][CH:28]=[CH:29][C:16]2=3)=[CH:8][CH:7]=1)[C:3]([OH:45])=[O:2])(=[O:44])[C:38]1[CH:43]=[CH:42][CH:41]=[CH:40][CH:39]=1. (3) Given the reactants [NH2:1][C:2]1[CH:3]=[C:4]([C:8]2[N:9]=[C:10]3[N:14]([C:15]=2[C:16]2[CH:21]=[CH:20][N:19]=[C:18]([NH:22][C@@H:23]4[CH2:28][CH2:27][CH2:26][N:25]([S:29]([C:32]5[CH:37]=[CH:36][C:35]([Cl:38])=[CH:34][CH:33]=5)(=[O:31])=[O:30])[CH2:24]4)[N:17]=2)[CH:13]=[CH:12][S:11]3)[CH:5]=[CH:6][CH:7]=1.CCN(C(C)C)C(C)C.[C:48](Cl)(=[O:50])[CH3:49], predict the reaction product. The product is: [Cl:38][C:35]1[CH:34]=[CH:33][C:32]([S:29]([N:25]2[CH2:26][CH2:27][CH2:28][C@@H:23]([NH:22][C:18]3[N:17]=[C:16]([C:15]4[N:14]5[C:10]([S:11][CH:12]=[CH:13]5)=[N:9][C:8]=4[C:4]4[CH:3]=[C:2]([NH:1][C:48](=[O:50])[CH3:49])[CH:7]=[CH:6][CH:5]=4)[CH:21]=[CH:20][N:19]=3)[CH2:24]2)(=[O:31])=[O:30])=[CH:37][CH:36]=1. (4) Given the reactants C[Si](C)(C)[C:3]#[C:4][C:5]1[CH:10]=[CH:9][C:8]([O:11][C:12]([F:15])([F:14])[F:13])=[CH:7][CH:6]=1.CCCC[N+](CCCC)(CCCC)CCCC.[F-], predict the reaction product. The product is: [C:4]([C:5]1[CH:6]=[CH:7][C:8]([O:11][C:12]([F:13])([F:14])[F:15])=[CH:9][CH:10]=1)#[CH:3]. (5) Given the reactants C(N(C(C)C)CC)(C)C.CN(C(ON1N=NC2C=CC=CC1=2)=[N+](C)C)C.F[P-](F)(F)(F)(F)F.[CH3:34][CH:35]([OH:38])[CH2:36][CH3:37].[CH3:39][N:40]([CH3:60])[CH:41]1[CH2:46][CH2:45][N:44]([C:47](=[O:59])[CH2:48][CH2:49][C:50]2[N:51]([CH2:55][C:56](O)=[O:57])[CH:52]=[CH:53][N:54]=2)[CH2:43][CH2:42]1, predict the reaction product. The product is: [CH3:60][N:40]([CH3:39])[CH:41]1[CH2:46][CH2:45][N:44]([C:47](=[O:59])[CH2:48][CH2:49][C:50]2[N:51]([CH2:55][C:56]([O:38][CH:35]([CH2:36][CH3:37])[CH3:34])=[O:57])[CH:52]=[CH:53][N:54]=2)[CH2:43][CH2:42]1. (6) Given the reactants [C:1]([O:5][C:6](=[O:20])[N:7]([CH2:11][C:12]1[CH:17]=[CH:16][C:15]([F:18])=[C:14]([F:19])[CH:13]=1)[CH2:8][C:9]#[CH:10])([CH3:4])([CH3:3])[CH3:2].[Cl:21][C:22]1[CH:27]=[CH:26][C:25](I)=[CH:24][CH:23]=1.N(C(C)C)C(C)C, predict the reaction product. The product is: [C:1]([O:5][C:6](=[O:20])[N:7]([CH2:8][C:9]#[C:10][C:25]1[CH:26]=[CH:27][C:22]([Cl:21])=[CH:23][CH:24]=1)[CH2:11][C:12]1[CH:17]=[CH:16][C:15]([F:18])=[C:14]([F:19])[CH:13]=1)([CH3:4])([CH3:2])[CH3:3]. (7) Given the reactants [CH3:1][CH:2]1[CH2:7][CH2:6][N:5]([C:8]([C:10]2[CH:18]=[CH:17][C:16]3[NH:15][C:14]4[CH2:19][CH2:20][N:21]([C:23]([O:25][C:26]([CH3:29])([CH3:28])[CH3:27])=[O:24])[CH2:22][C:13]=4[C:12]=3[CH:11]=2)=[O:9])[CH2:4][CH2:3]1.Cl[CH2:31][C:32]1[CH:37]=[CH:36][CH:35]=[CH:34][N:33]=1, predict the reaction product. The product is: [CH3:1][CH:2]1[CH2:7][CH2:6][N:5]([C:8]([C:10]2[CH:18]=[CH:17][C:16]3[N:15]([CH2:31][C:32]4[CH:37]=[CH:36][CH:35]=[CH:34][N:33]=4)[C:14]4[CH2:19][CH2:20][N:21]([C:23]([O:25][C:26]([CH3:28])([CH3:27])[CH3:29])=[O:24])[CH2:22][C:13]=4[C:12]=3[CH:11]=2)=[O:9])[CH2:4][CH2:3]1. (8) Given the reactants [N+:1]([C:4]1[CH:5]=[C:6]2[C:10](=[CH:11][CH:12]=1)[N:9]([CH2:13][CH2:14][C:15]#[N:16])[NH:8][C:7]2=[O:17])([O-])=O, predict the reaction product. The product is: [NH2:1][C:4]1[CH:5]=[C:6]2[C:10](=[CH:11][CH:12]=1)[N:9]([CH2:13][CH2:14][C:15]#[N:16])[NH:8][C:7]2=[O:17]. (9) Given the reactants [NH2:1][C:2]1[C:11]2[N:12]=[C:13]([CH2:35][CH2:36][CH2:37][CH3:38])[N:14]([CH2:15][CH2:16][CH2:17][N:18]([CH2:23][C:24]3[CH:25]=[C:26]([CH2:30][C:31]([O:33][CH3:34])=[O:32])[CH:27]=[CH:28][CH:29]=3)[CH2:19][CH2:20][CH2:21]O)[C:10]=2[C:9]2[CH:8]=[CH:7][CH:6]=[CH:5][C:4]=2[N:3]=1.S(Cl)([Cl:41])=O, predict the reaction product. The product is: [NH2:1][C:2]1[C:11]2[N:12]=[C:13]([CH2:35][CH2:36][CH2:37][CH3:38])[N:14]([CH2:15][CH2:16][CH2:17][N:18]([CH2:23][C:24]3[CH:25]=[C:26]([CH2:30][C:31]([O:33][CH3:34])=[O:32])[CH:27]=[CH:28][CH:29]=3)[CH2:19][CH2:20][CH2:21][Cl:41])[C:10]=2[C:9]2[CH:8]=[CH:7][CH:6]=[CH:5][C:4]=2[N:3]=1. (10) Given the reactants [CH3:1][CH:2]1[C:6](=[O:7])[CH2:5][CH2:4][C:3]1=[O:8].[Cl:9][C:10]1[CH:11]=[CH:12][CH:13]=[C:14]([NH2:19])[C:15]=1[C:16]([OH:18])=[O:17], predict the reaction product. The product is: [Cl:9][C:10]1[CH:11]=[CH:12][CH:13]=[C:14]([NH:19][C:6]2[CH2:5][CH2:4][C:3](=[O:8])[C:2]=2[CH3:1])[C:15]=1[C:16]([OH:18])=[O:17].[CH3:5][CH2:6][OH:7].